This data is from Catalyst prediction with 721,799 reactions and 888 catalyst types from USPTO. The task is: Predict which catalyst facilitates the given reaction. (1) Reactant: F[C:2]1[CH:10]=[CH:9][C:5]([C:6](O)=[O:7])=[CH:4][C:3]=1[N+]([O-])=O.O[N:15]1C2C=CC=CC=2N=N1.CN(C=O)C.C(N=C=NC(C)C)(C)C. Product: [C:6]([NH2:15])(=[O:7])[C:5]1[CH:9]=[CH:10][CH:2]=[CH:3][CH:4]=1. The catalyst class is: 2. (2) Reactant: C[Si](C)(C)[N-][Si](C)(C)C.[Li+].[CH2:11]([O:13][C:14]1[CH2:19][CH2:18][CH2:17][C:16](=[O:20])[CH:15]=1)[CH3:12].CN1CCCN(C)C1=O.[CH3:30][O:31][C:32]1[CH:43]=[C:42]([O:44][CH3:45])[CH:41]=[CH:40][C:33]=1[CH2:34][NH:35][C:36](=[O:39])[CH2:37]I. Product: [CH3:30][O:31][C:32]1[CH:43]=[C:42]([O:44][CH3:45])[CH:41]=[CH:40][C:33]=1[CH2:34][NH:35][C:36](=[O:39])[CH2:37][CH:17]1[CH2:18][CH2:19][C:14]([O:13][CH2:11][CH3:12])=[CH:15][C:16]1=[O:20]. The catalyst class is: 1. (3) Reactant: [CH:1]1([CH2:6][CH:7]([C:11]2[CH:16]=[CH:15][C:14]([C:17]#[C:18][CH2:19][O:20][CH3:21])=[CH:13][CH:12]=2)[C:8]([OH:10])=O)[CH2:5][CH2:4][CH2:3][CH2:2]1.N1C2C=CC=CC=2N=N1.C(N(CC)CC)C.[NH2:38][C:39]1[S:40][CH:41]=[CH:42][N:43]=1. Product: [CH:1]1([CH2:6][CH:7]([C:11]2[CH:16]=[CH:15][C:14]([C:17]#[C:18][CH2:19][O:20][CH3:21])=[CH:13][CH:12]=2)[C:8]([NH:38][C:39]2[S:40][CH:41]=[CH:42][N:43]=2)=[O:10])[CH2:2][CH2:3][CH2:4][CH2:5]1. The catalyst class is: 2. (4) Reactant: [F:1][C:2]1[C:7]([F:8])=[CH:6][C:5]([NH2:9])=[C:4]([N+:10]([O-])=O)[CH:3]=1.O.O.[Sn](Cl)Cl. Product: [F:1][C:2]1[CH:3]=[C:4]([NH2:10])[C:5]([NH2:9])=[CH:6][C:7]=1[F:8]. The catalyst class is: 8. (5) The catalyst class is: 30. Reactant: C([O:3][C:4](=[O:33])[CH:5]([N:18]([CH2:26][C:27]1[CH:32]=[CH:31][CH:30]=[CH:29][CH:28]=1)[CH2:19][C:20]1[CH:25]=[CH:24][CH:23]=[CH:22][CH:21]=1)[CH:6]([OH:17])[CH2:7][CH2:8][O:9][CH2:10][C:11]1[CH:16]=[CH:15][CH:14]=[CH:13][CH:12]=1)C.O.[OH-].[Li+].P([O-])(O)(O)=O.[K+]. Product: [CH2:10]([O:9][CH2:8][CH2:7][CH:6]([OH:17])[CH:5]([N:18]([CH2:26][C:27]1[CH:28]=[CH:29][CH:30]=[CH:31][CH:32]=1)[CH2:19][C:20]1[CH:25]=[CH:24][CH:23]=[CH:22][CH:21]=1)[C:4]([OH:33])=[O:3])[C:11]1[CH:12]=[CH:13][CH:14]=[CH:15][CH:16]=1.